From a dataset of Peptide-MHC class I binding affinity with 185,985 pairs from IEDB/IMGT. Regression. Given a peptide amino acid sequence and an MHC pseudo amino acid sequence, predict their binding affinity value. This is MHC class I binding data. (1) The peptide sequence is LTMNLVSDI. The MHC is HLA-A25:01 with pseudo-sequence HLA-A25:01. The binding affinity (normalized) is 0.0847. (2) The binding affinity (normalized) is 0.0847. The peptide sequence is RYMSKTYNF. The MHC is HLA-A68:02 with pseudo-sequence HLA-A68:02. (3) The peptide sequence is SYIRYFTVF. The MHC is HLA-B15:17 with pseudo-sequence HLA-B15:17. The binding affinity (normalized) is 0.0847. (4) The peptide sequence is IESNPLFPV. The MHC is HLA-A02:16 with pseudo-sequence HLA-A02:16. The binding affinity (normalized) is 0.0847.